This data is from Catalyst prediction with 721,799 reactions and 888 catalyst types from USPTO. The task is: Predict which catalyst facilitates the given reaction. (1) The catalyst class is: 16. Reactant: Br[C:2]1[CH:7]=[CH:6][CH:5]=[CH:4][C:3]=1[CH2:8][N:9]1[CH:13]=[CH:12][C:11]([C:14]([NH:16][C:17]2[C:22]([F:23])=[CH:21][CH:20]=[CH:19][C:18]=2[F:24])=[O:15])=[N:10]1.[Cl:25][C:26]1[CH:27]=[C:28]([OH:32])[CH:29]=[CH:30][CH:31]=1.C(=O)([O-])[O-].[Cs+].[Cs+]. Product: [Cl:25][C:26]1[CH:27]=[C:28]([O:32][C:2]2[CH:7]=[CH:6][CH:5]=[CH:4][C:3]=2[CH2:8][N:9]2[CH:13]=[CH:12][C:11]([C:14]([NH:16][C:17]3[C:22]([F:23])=[CH:21][CH:20]=[CH:19][C:18]=3[F:24])=[O:15])=[N:10]2)[CH:29]=[CH:30][CH:31]=1. (2) Reactant: C[O:2][C:3](=[O:17])[C:4]1[CH:9]=[C:8]([C:10]2[CH:14]=[C:13]([CH3:15])[NH:12][N:11]=2)[CH:7]=[CH:6][C:5]=1[Cl:16].[OH-].[K+].CO.Cl. Product: [Cl:16][C:5]1[CH:6]=[CH:7][C:8]([C:10]2[CH:14]=[C:13]([CH3:15])[NH:12][N:11]=2)=[CH:9][C:4]=1[C:3]([OH:17])=[O:2]. The catalyst class is: 5. (3) Reactant: C(OC(C1N=C(NCCO)N=C2C=1NC(=O)N2C1C=CC=CC=1OC)=O)C.[OH:28][CH2:29][CH2:30][NH:31][C:32]1[N:40]=[C:39]2[C:35]([NH:36][C:37](=[O:49])[N:38]2[C:41]2[CH:46]=[CH:45][CH:44]=[CH:43][C:42]=2[O:47][CH3:48])=[C:34]([C:50]([NH2:52])=[O:51])[N:33]=1.N. Product: [OH:28][CH2:29][CH2:30][NH:31][C:32]1[N:40]=[C:39]2[C:35]([NH:36][C:37](=[O:49])[N:38]2[C:41]2[CH:46]=[CH:45][CH:44]=[CH:43][C:42]=2[O:47][CH3:48])=[C:34]([C:50]([NH2:52])=[O:51])[N:33]=1. The catalyst class is: 5. (4) Reactant: [C:1]1([N:7]2[CH2:12][CH2:11][O:10][CH2:9][C:8]2=[O:13])[CH:6]=[CH:5][CH:4]=[CH:3][CH:2]=1.[N+:14]([O-])([OH:16])=[O:15].O.[NH4+].[OH-]. Product: [N+:14]([C:4]1[CH:3]=[CH:2][C:1]([N:7]2[CH2:12][CH2:11][O:10][CH2:9][C:8]2=[O:13])=[CH:6][CH:5]=1)([O-:16])=[O:15]. The catalyst class is: 82. (5) Product: [Cl:15][C:10]1[O:11][C:7]2[CH:6]=[CH:5][C:4]([N+:1]([O-:3])=[O:2])=[CH:13][C:8]=2[N:9]=1. Reactant: [N+:1]([C:4]1[CH:5]=[CH:6][C:7]2[O:11][C:10](=S)[NH:9][C:8]=2[CH:13]=1)([O-:3])=[O:2].P(Cl)(Cl)(Cl)(Cl)[Cl:15]. The catalyst class is: 286. (6) Reactant: [Cl:1][C:2]1[CH:3]=[C:4](B2OC(C)(C)C(C)(C)O2)[CH:5]=[CH:6][C:7]=1[O:8][C:9]1[CH:14]=[CH:13][CH:12]=[CH:11][CH:10]=1.ClC1C2C(I)=CN([C@H]3CC[C@H](N4CCN(C)CC4)CC3)C=2N=CN=1.[NH2:48][C:49]1[C:50]2[C:57](C3C=CC(OC4C=CC=CC=4)=C(C=3)C#N)=[CH:56][N:55]([C@H:73]3[CH2:78][CH2:77][C@H:76]([N:79]4[CH2:84][CH2:83][N:82]([CH3:85])[CH2:81][CH2:80]4)[CH2:75][CH2:74]3)[C:51]=2[N:52]=[CH:53][N:54]=1.CO[C@@H]1[C@@H](C(OC)=O)[C@@H]2[C@@H](CN3[C@H](C2)C2NC4C=C(OC)C=CC=4C=2CC3)C[C@H]1OC(C1C=C(OC)C(OC)=C(OC)C=1)=O. Product: [Cl:1][C:2]1[CH:3]=[C:4]([C:57]2[C:50]3[C:49]([NH2:48])=[N:54][CH:53]=[N:52][C:51]=3[N:55]([C@H:73]3[CH2:78][CH2:77][C@H:76]([N:79]4[CH2:84][CH2:83][N:82]([CH3:85])[CH2:81][CH2:80]4)[CH2:75][CH2:74]3)[CH:56]=2)[CH:5]=[CH:6][C:7]=1[O:8][C:9]1[CH:10]=[CH:11][CH:12]=[CH:13][CH:14]=1. The catalyst class is: 10. (7) Product: [Si:7]([O:6][CH2:5][CH2:4][CH2:3][C:2](=[CH2:14])[C:21]([C:20]1[CH:23]=[C:24]([C:28]2[CH:33]=[N:32][CH:31]=[N:30][CH:29]=2)[C:25]([F:27])=[CH:26][C:19]=1[F:18])=[O:22])([C:10]([CH3:13])([CH3:12])[CH3:11])([CH3:9])[CH3:8]. Reactant: Br[C:2](=[CH2:14])[CH2:3][CH2:4][CH2:5][O:6][Si:7]([C:10]([CH3:13])([CH3:12])[CH3:11])([CH3:9])[CH3:8].[Mg].II.[F:18][C:19]1[CH:26]=[C:25]([F:27])[C:24]([C:28]2[CH:29]=[N:30][CH:31]=[N:32][CH:33]=2)=[CH:23][C:20]=1[CH:21]=[O:22]. The catalyst class is: 20. (8) Reactant: [Cl:1][C:2]1[CH:10]=[CH:9][CH:8]=[C:7]2[C:3]=1[C:4]([C:16]([OH:18])=O)=[CH:5][N:6]2[CH:11]1[CH2:15][CH2:14][O:13][CH2:12]1.Cl.[NH2:20][CH2:21][C:22]1([OH:32])[CH2:27][CH2:26][CH2:25][CH:24]([C:28]([F:31])([F:30])[F:29])[CH2:23]1.C(Cl)CCl.N1(O)C2C=CC=CC=2N=N1.C(N(C(C)C)C(C)C)C. Product: [Cl:1][C:2]1[CH:10]=[CH:9][CH:8]=[C:7]2[C:3]=1[C:4]([C:16]([NH:20][CH2:21][C:22]1([OH:32])[CH2:27][CH2:26][CH2:25][CH:24]([C:28]([F:30])([F:31])[F:29])[CH2:23]1)=[O:18])=[CH:5][N:6]2[CH:11]1[CH2:15][CH2:14][O:13][CH2:12]1. The catalyst class is: 9.